Dataset: Full USPTO retrosynthesis dataset with 1.9M reactions from patents (1976-2016). Task: Predict the reactants needed to synthesize the given product. (1) Given the product [Br:1][C:2]1[CH:18]=[C:17]([CH:16]=[C:4]([O:5][C:6]2[CH:11]=[CH:10][C:9]([C:12]([F:15])([F:14])[F:13])=[CH:8][N:7]=2)[CH:3]=1)[CH2:19][P:24](=[O:28])([O:25][CH2:26][CH3:27])[O:23][CH2:21][CH3:22], predict the reactants needed to synthesize it. The reactants are: [Br:1][C:2]1[CH:3]=[C:4]([CH:16]=[C:17]([CH2:19]Cl)[CH:18]=1)[O:5][C:6]1[CH:11]=[CH:10][C:9]([C:12]([F:15])([F:14])[F:13])=[CH:8][N:7]=1.[CH2:21]([O:23][P:24]([O:28]CC)[O:25][CH2:26][CH3:27])[CH3:22]. (2) Given the product [CH3:3][O:4][C:5]1[CH:6]=[C:7]([C:11]2([C:12]#[N:13])[CH2:19][CH2:18][O:17][CH2:16][CH2:15]2)[CH:8]=[CH:9][CH:10]=1, predict the reactants needed to synthesize it. The reactants are: [H-].[Na+].[CH3:3][O:4][C:5]1[CH:6]=[C:7]([CH2:11][C:12]#[N:13])[CH:8]=[CH:9][CH:10]=1.Br[CH2:15][CH2:16][O:17][CH2:18][CH2:19]Br. (3) Given the product [CH:1]1([N:7]([CH2:22][CH2:23][NH:24][CH2:25][CH2:26][C:27]2[C:32]3[O:33][CH2:34][C:35](=[O:37])[NH:36][C:31]=3[C:30]([OH:38])=[CH:29][CH:28]=2)[C:8](=[O:21])[CH2:9][CH2:10][NH:11][CH2:53][CH2:52][C:46]2[CH:51]=[CH:50][CH:49]=[CH:48][CH:47]=2)[CH2:6][CH2:3][CH2:2]1, predict the reactants needed to synthesize it. The reactants are: [CH:1]1([N:7]([CH2:22][CH2:23][NH:24][CH2:25][CH2:26][C:27]2[C:32]3[O:33][CH2:34][C:35](=[O:37])[NH:36][C:31]=3[C:30]([OH:38])=[CH:29][CH:28]=2)[C:8](=[O:21])[CH2:9][CH2:10][NH:11]CC2C=CC(Cl)=C(Cl)C=2)[CH2:6]CC[CH2:3][CH2:2]1.C1(N)CCCCC1.[C:46]1([CH2:52][CH2:53]N)[CH:51]=[CH:50][CH:49]=[CH:48][CH:47]=1.ClC1C=C(CN)C=CC=1Cl. (4) Given the product [NH:18]1[CH:19]=[N:20][C:16]([C:12]2[CH:11]=[C:10]3[C:15](=[CH:14][CH:13]=2)[NH:7][N:8]=[C:9]3[C:40]2[CH:41]=[C:42]([NH:46][C:47](=[O:56])[CH:48]([CH:50]3[CH2:55][CH2:54][CH2:53][NH:52][CH2:51]3)[CH3:49])[CH:43]=[CH:44][CH:45]=2)=[N:17]1, predict the reactants needed to synthesize it. The reactants are: O1CCCCC1[N:7]1[C:15]2[C:10](=[CH:11][C:12]([C:16]3[N:20]=[CH:19][N:18](C(C4C=CC=CC=4)(C4C=CC=CC=4)C4C=CC=CC=4)[N:17]=3)=[CH:13][CH:14]=2)[C:9]([C:40]2[CH:41]=[C:42]([NH:46][C:47](=[O:56])[CH:48]([CH:50]3[CH2:55][CH2:54][CH2:53][NH:52][CH2:51]3)[CH3:49])[CH:43]=[CH:44][CH:45]=2)=[N:8]1.Cl.C([O-])(O)=O.[Na+]. (5) Given the product [Cl:1][C:2]1[CH:3]=[CH:4][C:5]([C:8]2[C:14]3[CH:15]=[CH:16][CH:17]=[CH:18][C:13]=3[N:12]3[C:19]([CH3:22])=[N:20][N:21]=[C:11]3[CH:10]([CH2:23][C:24]([N:62]3[CH2:63][CH:60]([F:59])[CH2:61]3)=[O:26])[CH:9]=2)=[CH:6][CH:7]=1, predict the reactants needed to synthesize it. The reactants are: [Cl:1][C:2]1[CH:7]=[CH:6][C:5]([C:8]2[C:14]3[CH:15]=[CH:16][CH:17]=[CH:18][C:13]=3[N:12]3[C:19]([CH3:22])=[N:20][N:21]=[C:11]3[CH:10]([CH2:23][C:24]([OH:26])=O)[CH:9]=2)=[CH:4][CH:3]=1.CN(C(ON1N=NC2C=CC=NC1=2)=[N+](C)C)C.F[P-](F)(F)(F)(F)F.C(N(CC)CC)C.Cl.[F:59][CH:60]1[CH2:63][NH:62][CH2:61]1. (6) Given the product [CH2:23]([NH:30][C:12](=[O:14])[C:11]1[CH:15]=[CH:16][CH:17]=[C:9]([NH:8][C:6](=[O:7])[CH2:5][O:4][C:3]2[CH:18]=[CH:19][C:20]([Cl:22])=[CH:21][C:2]=2[Cl:1])[CH:10]=1)[C:24]1[CH:29]=[CH:28][CH:27]=[CH:26][CH:25]=1, predict the reactants needed to synthesize it. The reactants are: [Cl:1][C:2]1[CH:21]=[C:20]([Cl:22])[CH:19]=[CH:18][C:3]=1[O:4][CH2:5][C:6]([NH:8][C:9]1[CH:10]=[C:11]([CH:15]=[CH:16][CH:17]=1)[C:12]([OH:14])=O)=[O:7].[CH2:23]([NH2:30])[C:24]1[CH:29]=[CH:28][CH:27]=[CH:26][CH:25]=1.C(Cl)CCl.C1C=CC2N(O)N=NC=2C=1.CCN(C(C)C)C(C)C. (7) Given the product [F:33][C:11]1[CH:10]=[C:9]([C:6]([NH2:5])([CH3:7])[CH3:8])[CH:14]=[CH:13][C:12]=1[C:15]1[S:16][C:17]2[C:22]([N:23]=1)=[CH:21][CH:20]=[C:19]([C:24]1([C:27]3[CH:28]=[CH:29][CH:30]=[CH:31][CH:32]=3)[CH2:25][CH2:26]1)[N:18]=2, predict the reactants needed to synthesize it. The reactants are: ClCC([NH:5][C:6]([C:9]1[CH:14]=[CH:13][C:12]([C:15]2[S:16][C:17]3[C:22]([N:23]=2)=[CH:21][CH:20]=[C:19]([C:24]2([C:27]4[CH:32]=[CH:31][CH:30]=[CH:29][CH:28]=4)[CH2:26][CH2:25]2)[N:18]=3)=[C:11]([F:33])[CH:10]=1)([CH3:8])[CH3:7])=O.NC(N)=S. (8) Given the product [F:1][C:2]1[CH:3]=[CH:4][C:5]([N:8]2[C:12](=[O:13])[C:11]([C:14]([OH:16])=[O:15])=[C:10]([CH3:24])[N:9]2[CH3:25])=[CH:6][CH:7]=1, predict the reactants needed to synthesize it. The reactants are: [F:1][C:2]1[CH:7]=[CH:6][C:5]([N:8]2[C:12](=[O:13])[C:11]([C:14]([O:16]CC3C=CC=CC=3)=[O:15])=[C:10]([CH3:24])[N:9]2[CH3:25])=[CH:4][CH:3]=1. (9) The reactants are: [CH3:1][O:2][C:3]1[CH:4]=[C:5]2[C:10](=[CH:11][C:12]=1[O:13][CH3:14])[N:9]=[CH:8][CH:7]=[C:6]2[O:15][C:16]1[C:22]([CH3:23])=[CH:21][C:19]([NH2:20])=[C:18]([CH3:24])[CH:17]=1.C1(C)C=CC=CC=1.C(N(CC)CC)C.ClC(Cl)(O[C:43](=[O:49])[O:44][C:45](Cl)(Cl)Cl)Cl.[CH3:51][O:52][C:53]1[CH:63]=[CH:62][CH:61]=[CH:60][C:54]=1[O:55][CH2:56][CH2:57]CO. Given the product [CH3:1][O:2][C:3]1[CH:4]=[C:5]2[C:10](=[CH:11][C:12]=1[O:13][CH3:14])[N:9]=[CH:8][CH:7]=[C:6]2[O:15][C:16]1[C:22]([CH3:23])=[CH:21][C:19]([NH:20][C:43](=[O:49])[O:44][CH2:45][CH2:57][CH2:56][O:55][C:54]2[CH:60]=[CH:61][CH:62]=[CH:63][C:53]=2[O:52][CH3:51])=[C:18]([CH3:24])[CH:17]=1, predict the reactants needed to synthesize it. (10) Given the product [CH3:1][O:2][C:3]([CH:5]1[CH2:9][CH2:8][N:7]([CH2:11][C:12]2[CH:13]=[CH:14][CH:15]=[CH:16][CH:17]=2)[CH2:6]1)=[O:4], predict the reactants needed to synthesize it. The reactants are: [CH3:1][O:2][C:3]([CH:5]1[CH2:9][C:8](=O)[N:7]([CH2:11][C:12]2[CH:17]=[CH:16][CH:15]=[CH:14][CH:13]=2)[CH2:6]1)=[O:4].B.O1CCCC1.Cl.